Dataset: hERG Central: cardiac toxicity at 1µM, 10µM, and general inhibition. Task: Predict hERG channel inhibition at various concentrations. (1) The drug is CCN1CCCC1CNC(=O)c1[nH]c2ccc(OC)cc2c1C. Results: hERG_inhib (hERG inhibition (general)): blocker. (2) The drug is O=C1[C@@H]2[C@@H]3CCCN3C3(C(=O)c4ccccc4C3=O)[C@@H]2C(=O)N1c1cccc2ccccc12. Results: hERG_inhib (hERG inhibition (general)): blocker. (3) The compound is O=C(CN1CCN(c2ccc([N+](=O)[O-])cc2)CC1)Nc1ccccn1. Results: hERG_inhib (hERG inhibition (general)): blocker. (4) The molecule is COc1ccc(C)cc1N/C(N)=N/c1nc(C)cc(C)n1. Results: hERG_inhib (hERG inhibition (general)): blocker. (5) The drug is COc1cc2c(cc1OC)CN(c1nc(CN3CCOCC3)nc3sc4c(c13)CCC(C)C4)CC2. Results: hERG_inhib (hERG inhibition (general)): blocker. (6) The molecule is COc1ccc(C2c3c(oc4ccc(Cl)cc4c3=O)C(=O)N2CCN2CCOCC2)cc1. Results: hERG_inhib (hERG inhibition (general)): blocker.